From a dataset of Catalyst prediction with 721,799 reactions and 888 catalyst types from USPTO. Predict which catalyst facilitates the given reaction. (1) Reactant: Cl[C:2]1[N:7]=[C:6]([C:8]2[CH:16]=[CH:15][CH:14]=[C:13]3[C:9]=2[CH:10]=[CH:11][NH:12]3)[CH:5]=[CH:4][N:3]=1.O.C1(C)C=CC(S(O)(=O)=O)=CC=1.[Cl:29][C:30]1[CH:31]=[C:32]([CH:34]=[CH:35][CH:36]=1)[NH2:33]. Product: [Cl:29][C:30]1[CH:31]=[C:32]([NH:33][C:2]2[N:7]=[C:6]([C:8]3[CH:16]=[CH:15][CH:14]=[C:13]4[C:9]=3[CH:10]=[CH:11][NH:12]4)[CH:5]=[CH:4][N:3]=2)[CH:34]=[CH:35][CH:36]=1. The catalyst class is: 10. (2) Reactant: C1C(=O)N(Br)C(=O)C1.[Cl:9][C:10]1[N:15]=[C:14]([CH2:16][C:17]([C:19]2[CH:20]=[C:21]([NH:25][C:26](=[O:35])[C:27]3[CH:32]=[C:31]([F:33])[CH:30]=[CH:29][C:28]=3[F:34])[CH:22]=[CH:23][CH:24]=2)=O)[CH:13]=[CH:12][N:11]=1.[C:36]([NH2:39])(=[S:38])[CH3:37]. Product: [Cl:9][C:10]1[N:15]=[C:14]([C:16]2[S:38][C:36]([CH3:37])=[N:39][C:17]=2[C:19]2[CH:20]=[C:21]([NH:25][C:26](=[O:35])[C:27]3[CH:32]=[C:31]([F:33])[CH:30]=[CH:29][C:28]=3[F:34])[CH:22]=[CH:23][CH:24]=2)[CH:13]=[CH:12][N:11]=1. The catalyst class is: 59.